From a dataset of Forward reaction prediction with 1.9M reactions from USPTO patents (1976-2016). Predict the product of the given reaction. Given the reactants [CH:1]1([N:6]2[CH2:12][C:11]([F:14])([F:13])[C:10](=[O:15])[N:9]([CH3:16])[C:8]3[CH:17]=[N:18][C:19]([NH:21][C:22]4[CH:30]=[CH:29][C:25]([C:26]([OH:28])=O)=[CH:24][C:23]=4[O:31][CH3:32])=[N:20][C:7]2=3)[CH2:5][CH2:4][CH2:3][CH2:2]1.F[P-](F)(F)(F)(F)F.CN(C(N(C)C)=[N+]1C2C(=NC=CC=2)[N+]([O-])=N1)C.C(N(C(C)C)C(C)C)C.[NH2:66][CH2:67][CH2:68][CH2:69][N:70]1[CH2:75][CH2:74][CH:73]([OH:76])[CH2:72][CH2:71]1, predict the reaction product. The product is: [CH:1]1([N:6]2[CH2:12][C:11]([F:14])([F:13])[C:10](=[O:15])[N:9]([CH3:16])[C:8]3[CH:17]=[N:18][C:19]([NH:21][C:22]4[CH:30]=[CH:29][C:25]([C:26]([NH:66][CH2:67][CH2:68][CH2:69][N:70]5[CH2:71][CH2:72][CH:73]([OH:76])[CH2:74][CH2:75]5)=[O:28])=[CH:24][C:23]=4[O:31][CH3:32])=[N:20][C:7]2=3)[CH2:5][CH2:4][CH2:3][CH2:2]1.